From a dataset of Forward reaction prediction with 1.9M reactions from USPTO patents (1976-2016). Predict the product of the given reaction. (1) Given the reactants [CH2:1]([O:3][CH:4]([O:11][CH2:12][CH3:13])[CH2:5][C:6]([O:8]CC)=[O:7])[CH3:2].[OH-].[Na+].ClCCl, predict the reaction product. The product is: [CH2:12]([O:11][CH:4]([O:3][CH2:1][CH3:2])[CH2:5][C:6]([OH:8])=[O:7])[CH3:13]. (2) Given the reactants [CH2:1]([NH:13][C:14](=[O:24])[C:15]1[CH:20]=[CH:19][C:18]([N+:21]([O-])=O)=[CH:17][CH:16]=1)[CH2:2][CH2:3][CH2:4][CH2:5][CH2:6][CH2:7][CH2:8][CH2:9][CH2:10][CH2:11][CH3:12].[H][H], predict the reaction product. The product is: [NH2:21][C:18]1[CH:17]=[CH:16][C:15]([C:14]([NH:13][CH2:1][CH2:2][CH2:3][CH2:4][CH2:5][CH2:6][CH2:7][CH2:8][CH2:9][CH2:10][CH2:11][CH3:12])=[O:24])=[CH:20][CH:19]=1. (3) Given the reactants Br[CH2:2][C:3]#[N:4].C(N(C(C)C)C(C)C)C.[CH:14]([S:17][C:18](=[O:31])[CH2:19][C@H:20]([NH:24][C:25](=[O:30])[CH2:26][CH2:27][CH:28]=[CH2:29])[C:21]([OH:23])=[O:22])([CH3:16])[CH3:15].[Cl-].[NH4+], predict the reaction product. The product is: [CH:14]([S:17][C:18](=[O:31])[CH2:19][C@H:20]([NH:24][C:25](=[O:30])[CH2:26][CH2:27][CH:28]=[CH2:29])[C:21]([O:23][CH2:2][C:3]#[N:4])=[O:22])([CH3:16])[CH3:15]. (4) Given the reactants [NH2:1][C:2]1[CH:3]=[N:4][CH:5]=[CH:6][CH:7]=1.[CH:8](=O)[CH2:9][CH2:10][CH3:11].C(O)(=O)C.C([BH3-])#N.[Na+], predict the reaction product. The product is: [CH2:8]([NH:1][C:2]1[CH:3]=[N:4][CH:5]=[CH:6][CH:7]=1)[CH2:9][CH2:10][CH3:11]. (5) Given the reactants [C:1]1([C@H:11]([NH:13][CH2:14][CH2:15][CH2:16][C:17]2[CH:25]=[CH:24][C:20]([C:21](O)=[O:22])=[CH:19][CH:18]=2)[CH3:12])[C:10]2[C:5](=[CH:6][CH:7]=[CH:8][CH:9]=2)[CH:4]=[CH:3][CH:2]=1.Cl.[NH2:27][C@@H:28]1[CH2:32][CH2:31][O:30][C:29]1=[O:33], predict the reaction product. The product is: [C:1]1([C@H:11]([NH:13][CH2:14][CH2:15][CH2:16][C:17]2[CH:25]=[CH:24][C:20]([C:21]([NH:27][C@@H:28]3[CH2:32][CH2:31][O:30][C:29]3=[O:33])=[O:22])=[CH:19][CH:18]=2)[CH3:12])[C:10]2[C:5](=[CH:6][CH:7]=[CH:8][CH:9]=2)[CH:4]=[CH:3][CH:2]=1.